From a dataset of Reaction yield outcomes from USPTO patents with 853,638 reactions. Predict the reaction yield, written as a fraction of the theoretical maximum amount of product (1.0 means a 100% yield; for example, 0.34 means a 34% yield). The reactants are Cl[CH2:2][C:3]1[N:7]([CH3:8])[N:6]=[CH:5][C:4]=1[N+:9]([O-:11])=[O:10].[Li+].[Br-:13]. No catalyst specified. The product is [Br:13][CH2:2][C:3]1[N:7]([CH3:8])[N:6]=[CH:5][C:4]=1[N+:9]([O-:11])=[O:10]. The yield is 0.700.